Dataset: Reaction yield outcomes from USPTO patents with 853,638 reactions. Task: Predict the reaction yield, written as a fraction of the theoretical maximum amount of product (1.0 means a 100% yield; for example, 0.34 means a 34% yield). (1) The reactants are Cl[C:2]1[CH:7]=[CH:6][N:5]=[C:4]([C:8]2[CH:12]=[CH:11][S:10][CH:9]=2)[CH:3]=1.C(P(C(C)(C)C)C1C=CC=CC=1C1C=CC=CC=1)(C)(C)C.[C:34]([O:38][C:39](=[O:47])[N:40]([CH3:46])[CH:41]1[CH2:45][CH2:44][NH:43][CH2:42]1)([CH3:37])([CH3:36])[CH3:35].CC([O-])(C)C.[Na+]. The catalyst is C1(C)C=CC=CC=1.CC([O-])=O.CC([O-])=O.[Pd+2].O. The product is [C:34]([O:38][C:39](=[O:47])[N:40]([CH3:46])[CH:41]1[CH2:45][CH2:44][N:43]([C:2]2[CH:7]=[CH:6][N:5]=[C:4]([C:8]3[CH:12]=[CH:11][S:10][CH:9]=3)[CH:3]=2)[CH2:42]1)([CH3:37])([CH3:36])[CH3:35]. The yield is 0.420. (2) The product is [Br:13][C:11]1[CH:10]=[CH:9][C:8]([N+:14]([O-:16])=[O:15])=[C:7]([O:3][CH2:2][CH3:1])[CH:12]=1. The catalyst is C1COCC1. The reactants are [CH3:1][CH2:2][OH:3].[H-].[Na+].F[C:7]1[CH:12]=[C:11]([Br:13])[CH:10]=[CH:9][C:8]=1[N+:14]([O-:16])=[O:15]. The yield is 0.970. (3) The reactants are Cl.[NH2:2][C@H:3]([C:6]1[CH:11]=[CH:10][C:9](SCC)=[CH:8][N:7]=1)[CH2:4][OH:5].O[O:16][S:17]([O-:19])=O.[K+].[CH3:21][C:22]#N. The catalyst is O. The product is [NH2:2][C@H:3]([C:6]1[CH:11]=[CH:10][C:9]([S:17]([CH2:21][CH3:22])(=[O:19])=[O:16])=[CH:8][N:7]=1)[CH2:4][OH:5]. The yield is 0.670. (4) The reactants are C1CCN2C(=NCCC2)CC1.[Br:12][C:13]1[CH:18]=[CH:17][C:16]([NH:19][C:20]2[C:21]([C:29]3[N:33](CCC#N)[N:32]=[N:31][N:30]=3)=[CH:22][N:23]([CH3:28])[C:24](=[O:27])[C:25]=2[CH3:26])=[C:15]([F:38])[CH:14]=1. The catalyst is C(Cl)Cl.C(OCC)(=O)C. The product is [Br:12][C:13]1[CH:18]=[CH:17][C:16]([NH:19][C:20]2[C:21]([C:29]3[NH:33][N:32]=[N:31][N:30]=3)=[CH:22][N:23]([CH3:28])[C:24](=[O:27])[C:25]=2[CH3:26])=[C:15]([F:38])[CH:14]=1. The yield is 0.770.